From a dataset of Full USPTO retrosynthesis dataset with 1.9M reactions from patents (1976-2016). Predict the reactants needed to synthesize the given product. (1) The reactants are: [Cl:1][C:2]1[CH:3]=[C:4]([C:8]2[C:21]([CH3:22])=[C:20]([C:23]#[N:24])[C:11]3[N:12]=[C:13]([C:15]([N:17]([CH3:19])[CH3:18])=[O:16])[O:14][C:10]=3[C:9]=2F)[CH:5]=[CH:6][CH:7]=1.C(N(CC)CC)C.[CH3:33][NH:34][C@H:35]1[CH2:39][CH2:38][NH:37][CH2:36]1. Given the product [Cl:1][C:2]1[CH:3]=[C:4]([C:8]2[C:21]([CH3:22])=[C:20]([C:23]#[N:24])[C:11]3[N:12]=[C:13]([C:15]([N:17]([CH3:19])[CH3:18])=[O:16])[O:14][C:10]=3[C:9]=2[N:37]2[CH2:38][CH2:39][C@H:35]([NH:34][CH3:33])[CH2:36]2)[CH:5]=[CH:6][CH:7]=1, predict the reactants needed to synthesize it. (2) Given the product [N:40]([CH2:17][C@@H:15]([OH:16])[CH2:14][N:33]1[CH2:34][CH2:35][CH:30]([O:29][C:28]2[CH:36]=[CH:37][C:38]([Cl:39])=[C:26]([Cl:25])[CH:27]=2)[CH2:31][CH2:32]1)=[N+:41]=[N-:42], predict the reactants needed to synthesize it. The reactants are: [N+](C1C=C(S(O[CH2:14][C@H:15]2[CH2:17][O:16]2)(=O)=O)C=CC=1)([O-])=O.C(N(CC)CC)C.[Cl:25][C:26]1[CH:27]=[C:28]([CH:36]=[CH:37][C:38]=1[Cl:39])[O:29][CH:30]1[CH2:35][CH2:34][NH:33][CH2:32][CH2:31]1.[N-:40]=[N+:41]=[N-:42].[Na+]. (3) Given the product [CH3:48][NH:49][C:30](=[O:31])[C:29]1[CH:33]=[CH:34][CH:35]=[C:27]([CH:6]2[CH2:7][N:8]([CH2:15][C:16]3[CH:21]=[CH:20][CH:19]=[C:18]([O:22][C:23]([F:24])([F:25])[F:26])[CH:17]=3)[C:9]3[C:14](=[CH:13][CH:12]=[CH:11][CH:10]=3)[N:5]2[CH2:4][C@@H:3]([OH:36])[C:2]([F:1])([F:38])[F:37])[CH:28]=1, predict the reactants needed to synthesize it. The reactants are: [F:1][C:2]([F:38])([F:37])[C@H:3]([OH:36])[CH2:4][N:5]1[C:14]2[C:9](=[CH:10][CH:11]=[CH:12][CH:13]=2)[N:8]([CH2:15][C:16]2[CH:21]=[CH:20][CH:19]=[C:18]([O:22][C:23]([F:26])([F:25])[F:24])[CH:17]=2)[CH2:7][CH:6]1[C:27]1[CH:28]=[C:29]([CH:33]=[CH:34][CH:35]=1)[C:30](O)=[O:31].CCN(C(C)C)C(C)C.[CH3:48][NH2:49].C(N=C=NCCCN(C)C)C. (4) Given the product [CH3:20][O:21][C:22]1[CH:23]=[C:24]([NH:25][C:2]2[CH:3]=[CH:4][C:5]3[CH2:6][N:7]([CH3:19])[CH2:8][CH:9]([C:13]4[CH:18]=[CH:17][CH:16]=[CH:15][CH:14]=4)[O:10][C:11]=3[N:12]=2)[CH:26]=[CH:27][C:28]=1[N:29]1[CH:33]=[C:32]([CH3:34])[N:31]=[CH:30]1, predict the reactants needed to synthesize it. The reactants are: Cl[C:2]1[CH:3]=[CH:4][C:5]2[CH2:6][N:7]([CH3:19])[CH2:8][CH:9]([C:13]3[CH:18]=[CH:17][CH:16]=[CH:15][CH:14]=3)[O:10][C:11]=2[N:12]=1.[CH3:20][O:21][C:22]1[CH:23]=[C:24]([CH:26]=[CH:27][C:28]=1[N:29]1[CH:33]=[C:32]([CH3:34])[N:31]=[CH:30]1)[NH2:25].C1(P(C2CCCCC2)C2C=CC=CC=2C2C=CC=CC=2)CCCCC1. (5) Given the product [CH3:1][O:2][C:3]1[CH:4]=[CH:5][C:6]([C@@H:9]2[C@@H:14]([O:15][CH2:16][C:17]3[CH:18]=[CH:19][C:20]4[O:25][CH2:24][CH2:23][N:22]([CH2:26][CH2:27][CH2:28][O:29][CH3:30])[C:21]=4[CH:31]=3)[CH2:13][N:12]([S:32]([C:35]3[CH:36]=[CH:37][C:38]([CH3:41])=[CH:39][CH:40]=3)(=[O:33])=[O:34])[C@H:11]([CH2:42][C:43]([CH3:48])([CH3:47])[C:44]([NH:50][CH3:49])=[O:45])[CH2:10]2)=[CH:7][CH:8]=1, predict the reactants needed to synthesize it. The reactants are: [CH3:1][O:2][C:3]1[CH:8]=[CH:7][C:6]([C@@H:9]2[C@@H:14]([O:15][CH2:16][C:17]3[CH:18]=[CH:19][C:20]4[O:25][CH2:24][CH2:23][N:22]([CH2:26][CH2:27][CH2:28][O:29][CH3:30])[C:21]=4[CH:31]=3)[CH2:13][N:12]([S:32]([C:35]3[CH:40]=[CH:39][C:38]([CH3:41])=[CH:37][CH:36]=3)(=[O:34])=[O:33])[C@H:11]([CH2:42][C:43]([CH3:48])([CH3:47])[C:44](O)=[O:45])[CH2:10]2)=[CH:5][CH:4]=1.[CH3:49][NH2:50]. (6) Given the product [C:1]([C:5]1[CH:9]=[C:8]([CH2:10][NH2:11])[N:7]([S:18]([C:12]2[CH:17]=[CH:16][CH:15]=[CH:14][CH:13]=2)(=[O:20])=[O:19])[N:6]=1)([CH3:4])([CH3:2])[CH3:3], predict the reactants needed to synthesize it. The reactants are: [C:1]([C:5]1[CH:9]=[C:8]([C:10]#[N:11])[NH:7][N:6]=1)([CH3:4])([CH3:3])[CH3:2].[C:12]1([S:18](Cl)(=[O:20])=[O:19])[CH:17]=[CH:16][CH:15]=[CH:14][CH:13]=1.C(OCC)(=O)C.CCCCCC.